From a dataset of Full USPTO retrosynthesis dataset with 1.9M reactions from patents (1976-2016). Predict the reactants needed to synthesize the given product. Given the product [C:19]([C:15]1[C:10]([F:9])=[N:11][CH:12]=[CH:13][CH:14]=1)(=[O:26])[C:20]1[CH:25]=[CH:24][CH:23]=[CH:22][CH:21]=1, predict the reactants needed to synthesize it. The reactants are: C([N-]C(C)C)(C)C.[Li+].[F:9][C:10]1[CH:15]=[CH:14][CH:13]=[CH:12][N:11]=1.CON(C)[C:19](=[O:26])[C:20]1[CH:25]=[CH:24][CH:23]=[CH:22][CH:21]=1.